Dataset: Forward reaction prediction with 1.9M reactions from USPTO patents (1976-2016). Task: Predict the product of the given reaction. Given the reactants Cl.[F:2][C:3]1[CH:8]=[C:7]([F:9])[CH:6]=[CH:5][C:4]=1[C:10]1[N:11]=[C:12]([N:15]2[CH2:20][CH2:19][NH:18][CH2:17][CH2:16]2)[S:13][CH:14]=1.[OH-].[Na+], predict the reaction product. The product is: [F:2][C:3]1[CH:8]=[C:7]([F:9])[CH:6]=[CH:5][C:4]=1[C:10]1[N:11]=[C:12]([N:15]2[CH2:16][CH2:17][NH:18][CH2:19][CH2:20]2)[S:13][CH:14]=1.